This data is from Peptide-MHC class II binding affinity with 134,281 pairs from IEDB. The task is: Regression. Given a peptide amino acid sequence and an MHC pseudo amino acid sequence, predict their binding affinity value. This is MHC class II binding data. (1) The peptide sequence is WQTLSAALDAQAVEL. The MHC is HLA-DPA10201-DPB10501 with pseudo-sequence HLA-DPA10201-DPB10501. The binding affinity (normalized) is 0.201. (2) The peptide sequence is AALLVVAVGLRVVCAKYALA. The MHC is DRB1_0701 with pseudo-sequence DRB1_0701. The binding affinity (normalized) is 0.568. (3) The peptide sequence is KANWIEIMRIKKLTI. The MHC is DRB5_0101 with pseudo-sequence DRB5_0101. The binding affinity (normalized) is 0.582. (4) The peptide sequence is FIRINNLKVKMAQED. The MHC is DRB1_1302 with pseudo-sequence DRB1_1302. The binding affinity (normalized) is 0.656. (5) The binding affinity (normalized) is 0.405. The MHC is DRB1_1501 with pseudo-sequence DRB1_1501. The peptide sequence is QLIQLINVDEVNQIVTT. (6) The peptide sequence is LSYRSLQPETFAVVD. The MHC is HLA-DPA10201-DPB10101 with pseudo-sequence HLA-DPA10201-DPB10101. The binding affinity (normalized) is 0.510. (7) The peptide sequence is KLAQRRVFHGVAKNP. The MHC is HLA-DQA10201-DQB10402 with pseudo-sequence HLA-DQA10201-DQB10402. The binding affinity (normalized) is 0.